From a dataset of Peptide-MHC class I binding affinity with 185,985 pairs from IEDB/IMGT. Regression. Given a peptide amino acid sequence and an MHC pseudo amino acid sequence, predict their binding affinity value. This is MHC class I binding data. (1) The peptide sequence is MIKYCLLKILK. The MHC is HLA-C14:02 with pseudo-sequence HLA-C14:02. The binding affinity (normalized) is 0.0847. (2) The peptide sequence is KLSGLGINAV. The MHC is HLA-A02:06 with pseudo-sequence HLA-A02:06. The binding affinity (normalized) is 0.867. (3) The peptide sequence is AMQDPNPEV. The MHC is HLA-A02:01 with pseudo-sequence HLA-A02:01. The binding affinity (normalized) is 0.515. (4) The peptide sequence is FVGRYCSPTT. The MHC is HLA-A02:06 with pseudo-sequence HLA-A02:06. The binding affinity (normalized) is 0.350. (5) The peptide sequence is FPKVRAQEL. The MHC is HLA-B08:03 with pseudo-sequence HLA-B08:03. The binding affinity (normalized) is 0.506. (6) The peptide sequence is AQMVWIHGV. The MHC is HLA-A02:12 with pseudo-sequence HLA-A02:12. The binding affinity (normalized) is 0.606.